Dataset: Full USPTO retrosynthesis dataset with 1.9M reactions from patents (1976-2016). Task: Predict the reactants needed to synthesize the given product. Given the product [CH:1]1[CH:6]=[N:5][CH:4]=[C:3]([CH2:7][C:8]([P:10]([O-:12])([OH:13])=[O:11])([P:14]([OH:17])([OH:16])=[O:15])[OH:9])[CH:2]=1.[Na+:19], predict the reactants needed to synthesize it. The reactants are: [CH:1]1[CH:6]=[N:5][CH:4]=[C:3]([CH2:7][C:8]([P:14]([OH:17])([OH:16])=[O:15])([P:10]([OH:13])([OH:12])=[O:11])[OH:9])[CH:2]=1.[OH-].[Na+:19].